From a dataset of Forward reaction prediction with 1.9M reactions from USPTO patents (1976-2016). Predict the product of the given reaction. (1) Given the reactants [Cl:1][C:2]1[CH:7]=[CH:6][C:5]([C@H:8]2[N:15]3[C:11]([S:12][C:13]([C:19]([N:21]4C[CH2:27][CH2:26][C@H:22]4[C:23]([OH:25])=O)=[O:20])=[C:14]3[CH:16]([CH3:18])[CH3:17])=[N:10][C@:9]2([C:30]2[CH:35]=[CH:34][C:33]([Cl:36])=[CH:32][CH:31]=2)[CH3:29])=[CH:4][CH:3]=1.[CH3:37][N:38](C)[C:39]([C@@H]1CCN1)=O, predict the reaction product. The product is: [Cl:1][C:2]1[CH:3]=[CH:4][C:5]([C@H:8]2[N:15]3[C:11]([S:12][C:13]([C:19]([N:21]4[CH2:27][CH2:26][C@H:22]4[C:23]([N:38]([CH3:39])[CH3:37])=[O:25])=[O:20])=[C:14]3[CH:16]([CH3:18])[CH3:17])=[N:10][C@:9]2([C:30]2[CH:31]=[CH:32][C:33]([Cl:36])=[CH:34][CH:35]=2)[CH3:29])=[CH:6][CH:7]=1. (2) Given the reactants [CH3:1][C:2]1[NH:3][C:4]2[C:9]([CH:10]=1)=[C:8]([C:11]([F:14])([F:13])[F:12])[C:7]([C:15]#[N:16])=[CH:6][CH:5]=2.[Br:17][C:18]1[CH:23]=[CH:22][CH:21]=[C:20]([CH2:24]Br)[CH:19]=1, predict the reaction product. The product is: [Br:17][C:18]1[CH:19]=[C:20]([CH2:24][N:3]2[C:4]3[C:9](=[C:8]([C:11]([F:12])([F:14])[F:13])[C:7]([C:15]#[N:16])=[CH:6][CH:5]=3)[CH:10]=[C:2]2[CH3:1])[CH:21]=[CH:22][CH:23]=1. (3) The product is: [NH2:18][CH2:17][C:11]1([CH2:10][C:9]([OH:19])=[O:8])[CH2:16][CH2:15][CH2:14][CH2:13][CH2:12]1. Given the reactants C([O:8][C:9](=[O:19])[CH2:10][C:11]1([C:17]#[N:18])[CH:16]=[CH:15][CH2:14][CH:13]=[CH:12]1)C1C=CC=CC=1.[NH4+].[OH-], predict the reaction product.